This data is from Reaction yield outcomes from USPTO patents with 853,638 reactions. The task is: Predict the reaction yield, written as a fraction of the theoretical maximum amount of product (1.0 means a 100% yield; for example, 0.34 means a 34% yield). (1) The reactants are [C:1]([C:5]1[CH:10]=[CH:9][C:8]([NH2:11])=[CH:7][C:6]=1[N+:12]([O-:14])=[O:13])([CH3:4])([CH3:3])[CH3:2].[CH3:15][C:16]([O:19][C:20](O[C:20]([O:19][C:16]([CH3:18])([CH3:17])[CH3:15])=[O:21])=[O:21])([CH3:18])[CH3:17]. The catalyst is [OH-].[Na+].C1COCC1. The product is [C:16]([O:19][C:20](=[O:21])[NH:11][C:8]1[CH:9]=[CH:10][C:5]([C:1]([CH3:4])([CH3:2])[CH3:3])=[C:6]([N+:12]([O-:14])=[O:13])[CH:7]=1)([CH3:18])([CH3:17])[CH3:15]. The yield is 0.740. (2) The reactants are OC1C(=O)NN=C(CCC2C=CC=CC=2)C=1.C([O:24][C:25]1[N:26]=[N:27][C:28](/[CH:39]=[CH:40]/[C:41]2[CH:46]=[CH:45][C:44]([C:47]([F:50])([F:49])[F:48])=[CH:43][C:42]=2[CH3:51])=[CH:29][C:30]=1[O:31]CC1C=CC=CC=1)C1C=CC=CC=1. The catalyst is C1COCC1. The product is [OH:31][C:30]1[C:25](=[O:24])[NH:26][N:27]=[C:28]([CH2:39][CH2:40][C:41]2[CH:46]=[CH:45][C:44]([C:47]([F:49])([F:48])[F:50])=[CH:43][C:42]=2[CH3:51])[CH:29]=1. The yield is 0.360. (3) The reactants are CNC[C:4]1[CH:9]=[CH:8]C=[CH:6][CH:5]=1.C[CH2:11][N:12]([CH:16]([CH3:18])C)[CH:13](C)C.[N:19]#CBr. The catalyst is C1COCC1. The product is [CH2:16]([N:12]([CH3:13])[C:11]#[N:19])[C:18]1[CH:8]=[CH:9][CH:4]=[CH:5][CH:6]=1. The yield is 0.960. (4) The reactants are Cl.[CH2:2]([O:4][C:5](=[O:22])[CH:6]([C:12]1[CH:17]=[CH:16][C:15]([Br:18])=[CH:14][C:13]=1[N+:19]([O-:21])=[O:20])C(OCC)=O)[CH3:3].O. The catalyst is C(O)C. The product is [CH2:2]([O:4][C:5](=[O:22])[CH2:6][C:12]1[CH:17]=[CH:16][C:15]([Br:18])=[CH:14][C:13]=1[N+:19]([O-:21])=[O:20])[CH3:3]. The yield is 0.760. (5) The reactants are [C:1]([C:3]1[CH:8]=[CH:7][N:6]=[CH:5][CH:4]=1)#[N:2].[OH:9]F. The catalyst is CC#N. The product is [C:1]([C:3]1[CH:8]=[CH:7][N+:6]([O-:9])=[CH:5][CH:4]=1)#[N:2]. The yield is 0.590. (6) The reactants are [CH3:1][C:2]1[CH:6]=[C:5]([CH3:7])[NH:4][C:3]=1[C:8]#[N:9].[Al+3].[Cl-].[Cl-].[Cl-].[C:14](Cl)([CH3:16])=[O:15]. The catalyst is ClCCCl. The product is [C:14]([C:6]1[C:2]([CH3:1])=[C:3]([C:8]#[N:9])[NH:4][C:5]=1[CH3:7])(=[O:15])[CH3:16]. The yield is 0.880.